Dataset: Peptide-MHC class II binding affinity with 134,281 pairs from IEDB. Task: Regression. Given a peptide amino acid sequence and an MHC pseudo amino acid sequence, predict their binding affinity value. This is MHC class II binding data. (1) The peptide sequence is AQIKYLVRMRSWPGG. The MHC is HLA-DQA10102-DQB10602 with pseudo-sequence HLA-DQA10102-DQB10602. The binding affinity (normalized) is 0.182. (2) The peptide sequence is IEKKIAKMEKASY. The MHC is HLA-DQA10301-DQB10301 with pseudo-sequence HLA-DQA10301-DQB10301. The binding affinity (normalized) is 0. (3) The peptide sequence is GVLQIVDKIDAAFKI. The MHC is DRB3_0101 with pseudo-sequence DRB3_0101. The binding affinity (normalized) is 0.873. (4) The peptide sequence is LMVVVIPEPGQQRSI. The MHC is DRB1_0801 with pseudo-sequence DRB1_0801. The binding affinity (normalized) is 0.373. (5) The peptide sequence is AGWLAFFRDLVARGL. The MHC is DRB1_1302 with pseudo-sequence DRB1_1302. The binding affinity (normalized) is 0.551. (6) The peptide sequence is AGWDTVLQSITTILA. The MHC is DRB1_0701 with pseudo-sequence DRB1_0701. The binding affinity (normalized) is 0.504. (7) The peptide sequence is NVPFIQSRGLFGAIAGFIEGG. The MHC is DRB1_0301 with pseudo-sequence DRB1_0301. The binding affinity (normalized) is 0.